This data is from Forward reaction prediction with 1.9M reactions from USPTO patents (1976-2016). The task is: Predict the product of the given reaction. (1) Given the reactants [Br:1][C:2]1[N:3]=[C:4]([C:9]#[C:10][C:11]2[C:19]3[C:14](=[CH:15][CH:16]=[C:17]([O:20][CH3:21])[CH:18]=3)[N:13]([CH3:22])[CH:12]=2)[C:5]([NH2:8])=[N:6][CH:7]=1.[H-].[Na+], predict the reaction product. The product is: [Br:1][C:2]1[N:3]=[C:4]2[CH:9]=[C:10]([C:11]3[C:19]4[C:14](=[CH:15][CH:16]=[C:17]([O:20][CH3:21])[CH:18]=4)[N:13]([CH3:22])[CH:12]=3)[NH:8][C:5]2=[N:6][CH:7]=1. (2) Given the reactants C[Si](C([Si](C)(C)C)C(N)=O)(C)C.FC(F)(F)S([O:18][C:19]1[CH:24]=[CH:23][C:22](=O)[NH:21][N:20]=1)(=O)=O.[C:28]([C:30]1[CH:35]=[CH:34][CH:33]=[CH:32][CH:31]=1)#[CH:29].C(N(CC)CC)C, predict the reaction product. The product is: [C:30]1([C:28]#[C:29][C:22]2[CH:23]=[CH:24][C:19](=[O:18])[NH:20][N:21]=2)[CH:35]=[CH:34][CH:33]=[CH:32][CH:31]=1. (3) Given the reactants [I:1][C:2]1[CH:3]=[N:4][N:5]([CH2:7][CH2:8][OH:9])[CH:6]=1.N1C=CN=C1.[C:15]([Si:19](Cl)([C:26]1[CH:31]=[CH:30][CH:29]=[CH:28][CH:27]=1)[C:20]1[CH:25]=[CH:24][CH:23]=[CH:22][CH:21]=1)([CH3:18])([CH3:17])[CH3:16], predict the reaction product. The product is: [Si:19]([O:9][CH2:8][CH2:7][N:5]1[CH:6]=[C:2]([I:1])[CH:3]=[N:4]1)([C:15]([CH3:18])([CH3:17])[CH3:16])([C:26]1[CH:27]=[CH:28][CH:29]=[CH:30][CH:31]=1)[C:20]1[CH:25]=[CH:24][CH:23]=[CH:22][CH:21]=1. (4) The product is: [NH2:30][C:27]1[CH:28]=[CH:29][C:24]([S:21]([NH:20][C:16]2[CH:17]=[CH:18][CH:19]=[C:14]([C:11]3[N:12]=[C:13]4[C:5]([C:3](=[O:4])[C:2]([CH3:34])([CH3:1])[CH3:35])=[CH:6][NH:7][C:8]4=[N:9][CH:10]=3)[CH:15]=2)(=[O:23])=[O:22])=[CH:25][CH:26]=1. Given the reactants [CH3:1][C:2]([CH3:35])([CH3:34])[C:3]([C:5]1[C:13]2[C:8](=[N:9][CH:10]=[C:11]([C:14]3[CH:15]=[C:16]([NH:20][S:21]([C:24]4[CH:29]=[CH:28][C:27]([NH:30]C(=O)C)=[CH:26][CH:25]=4)(=[O:23])=[O:22])[CH:17]=[CH:18][CH:19]=3)[N:12]=2)[NH:7][CH:6]=1)=[O:4].Cl, predict the reaction product.